The task is: Predict the product of the given reaction.. This data is from Forward reaction prediction with 1.9M reactions from USPTO patents (1976-2016). (1) Given the reactants I[C@@H:2]([C:27]1[CH:32]=[CH:31][CH:30]=[CH:29][CH:28]=1)[C@:3]12[CH2:11][C@H:7]([C:8](=[O:10])[O:9]1)[C@@H:6]([C:12]([N:14]1[CH2:19][CH2:18][N:17]([C:20]3[CH:25]=[CH:24][C:23](I)=[CH:22][CH:21]=3)[CH2:16][CH2:15]1)=[O:13])[CH2:5][CH2:4]2.C(=O)([O-])[O-].[Ca+2], predict the reaction product. The product is: [CH2:2]([C@:3]12[CH2:11][C@H:7]([C:8](=[O:10])[O:9]1)[C@@H:6]([C:12]([N:14]1[CH2:19][CH2:18][N:17]([C:20]3[CH:21]=[CH:22][CH:23]=[CH:24][CH:25]=3)[CH2:16][CH2:15]1)=[O:13])[CH2:5][CH2:4]2)[C:27]1[CH:32]=[CH:31][CH:30]=[CH:29][CH:28]=1. (2) Given the reactants [Cl:1][C:2]1[CH:18]=[C:17]([I:19])[CH:16]=[C:15]([Cl:20])[C:3]=1[C:4](Cl)=[N:5][C:6]1[CH:11]=[CH:10][N:9]=[C:8]([Cl:12])[C:7]=1F.NC(N)=[S:23].N1C=CC=CC=1.C(N(CC)CC)C, predict the reaction product. The product is: [Cl:12][C:8]1[C:7]2[S:23][C:4]([C:3]3[C:2]([Cl:1])=[CH:18][C:17]([I:19])=[CH:16][C:15]=3[Cl:20])=[N:5][C:6]=2[CH:11]=[CH:10][N:9]=1. (3) Given the reactants F[B-](F)(F)F.[CH3:22][O:21][C:18]1[CH:19]=[CH:20][C:15]([I+][C:15]2[CH:20]=[CH:19][C:18]([O:21][CH3:22])=[CH:17][CH:16]=2)=[CH:16][CH:17]=1.[Br:23][C:24]1[CH:29]=[C:28]([N+:30]([O-:32])=[O:31])[CH:27]=[C:26]([Br:33])[C:25]=1[OH:34].CCN([CH2:40][CH3:41])CC.[CH2:42](Cl)Cl, predict the reaction product. The product is: [Br:23][C:24]1[CH:29]=[C:28]([N+:30]([O-:32])=[O:31])[CH:27]=[C:26]([Br:33])[C:25]=1[O:34][C:15]1[CH:16]=[CH:17][C:18]([O:21][CH3:22])=[C:19]([CH:40]([CH3:41])[CH3:42])[CH:20]=1. (4) Given the reactants [CH2:1]([O:8][C:9](=[O:15])[CH2:10][CH2:11][C:12](O)=[O:13])[C:2]1[CH:7]=[CH:6][CH:5]=[CH:4][CH:3]=1.S(Cl)([Cl:18])=O, predict the reaction product. The product is: [CH2:1]([O:8][C:9](=[O:15])[CH2:10][CH2:11][C:12]([Cl:18])=[O:13])[C:2]1[CH:7]=[CH:6][CH:5]=[CH:4][CH:3]=1.